Dataset: Catalyst prediction with 721,799 reactions and 888 catalyst types from USPTO. Task: Predict which catalyst facilitates the given reaction. Reactant: Cl[C:2]1[C:7]([N+:8]([O-:10])=[O:9])=[CH:6][CH:5]=[C:4]([Cl:11])[N:3]=1.[C:12]1([CH2:22][NH2:23])[C:21]2[C:16](=[CH:17][CH:18]=[CH:19][CH:20]=2)[CH:15]=[CH:14][CH:13]=1.C([O-])([O-])=O.[K+].[K+].O. Product: [Cl:11][C:4]1[N:3]=[C:2]([NH:23][CH2:22][C:12]2[C:21]3[C:16](=[CH:17][CH:18]=[CH:19][CH:20]=3)[CH:15]=[CH:14][CH:13]=2)[C:7]([N+:8]([O-:10])=[O:9])=[CH:6][CH:5]=1. The catalyst class is: 3.